The task is: Predict the reactants needed to synthesize the given product.. This data is from Full USPTO retrosynthesis dataset with 1.9M reactions from patents (1976-2016). (1) Given the product [CH:33]1([C:16]2[C:17]([N:19]([CH2:24][C:25]3[CH:26]=[CH:27][C:28]([O:31][CH3:32])=[CH:29][CH:30]=3)[S:20]([CH3:23])(=[O:22])=[O:21])=[CH:18][C:13]3[O:12][C:11]([C:36]4[CH:41]=[CH:40][C:39]([F:42])=[CH:38][CH:37]=4)=[C:10]([C:5]4[NH:4][CH2:3][CH2:8][O:7][N:6]=4)[C:14]=3[CH:15]=2)[CH2:34][CH2:35]1, predict the reactants needed to synthesize it. The reactants are: ClC[CH2:3][N:4]1[C:8](=O)[O:7][N:6]=[C:5]1[C:10]1[C:14]2[CH:15]=[C:16]([CH:33]3[CH2:35][CH2:34]3)[C:17]([N:19]([CH2:24][C:25]3[CH:30]=[CH:29][C:28]([O:31][CH3:32])=[CH:27][CH:26]=3)[S:20]([CH3:23])(=[O:22])=[O:21])=[CH:18][C:13]=2[O:12][C:11]=1[C:36]1[CH:41]=[CH:40][C:39]([F:42])=[CH:38][CH:37]=1.[OH-].[Na+]. (2) Given the product [ClH:25].[NH2:12][C@H:11]1[CH2:10][C:9]2[C:16](=[CH:17][CH:18]=[C:7]([O:6][C:5]3[CH:4]=[C:3]([CH:24]=[CH:23][CH:22]=3)[C:1]#[N:2])[CH:8]=2)[N:19]([OH:20])[C:13]1=[O:14], predict the reactants needed to synthesize it. The reactants are: [C:1]([C:3]1[CH:4]=[C:5]([CH:22]=[CH:23][CH:24]=1)[O:6][C:7]1[CH:8]=[C:9]([C:16]([N+:19]([O-])=[O:20])=[CH:17][CH:18]=1)[CH2:10][C@@H:11]([C:13](O)=[O:14])[NH2:12])#[N:2].[ClH:25]. (3) Given the product [F:38][C:39]([F:46])([C:42]([F:45])([F:44])[F:43])[CH2:40][O:34][C:33](=[O:35])[C@H:32]([OH:36])[CH2:31][N:15]([CH2:14][C:11]1[CH:10]=[CH:9][C:8]([C:6]2[CH:7]=[C:2]([Cl:1])[CH:3]=[CH:4][C:5]=2[F:37])=[CH:13][CH:12]=1)[NH:16][C:17]([C:19]1[NH:23][C:22](=[O:24])[N:21]([C:25]2[CH:30]=[CH:29][CH:28]=[CH:27][CH:26]=2)[N:20]=1)=[O:18], predict the reactants needed to synthesize it. The reactants are: [Cl:1][C:2]1[CH:3]=[CH:4][C:5]([F:37])=[C:6]([C:8]2[CH:13]=[CH:12][C:11]([CH2:14][N:15]([CH2:31][C@@H:32]([OH:36])[C:33]([OH:35])=[O:34])[NH:16][C:17]([C:19]3[NH:23][C:22](=[O:24])[N:21]([C:25]4[CH:30]=[CH:29][CH:28]=[CH:27][CH:26]=4)[N:20]=3)=[O:18])=[CH:10][CH:9]=2)[CH:7]=1.[F:38][C:39]([F:46])([C:42]([F:45])([F:44])[F:43])[CH2:40]O.C1C=CC2N(O)N=NC=2C=1.C(Cl)CCl.CCN(C(C)C)C(C)C. (4) Given the product [ClH:36].[ClH:36].[ClH:36].[CH2:1]1[O:9][C:8]2[CH:7]=[CH:6][C:5]([N:10]([CH:11]3[CH2:16][CH2:15][N:14]([CH2:17][C:18]4[CH:23]=[CH:22][N:21]=[C:20]([C:24]5[CH:25]=[C:26]([O:34][CH3:35])[C:27]([O:32][CH3:33])=[C:28]([O:30][CH3:31])[CH:29]=5)[CH:19]=4)[CH2:13][CH2:12]3)[CH2:37][C:38]3[CH:39]=[CH:40][C:41]([C:44]4[CH:49]=[C:48]([O:50][CH3:51])[C:47]([O:52][CH3:53])=[C:46]([O:54][CH3:55])[CH:45]=4)=[N:42][CH:43]=3)=[CH:4][C:3]=2[O:2]1, predict the reactants needed to synthesize it. The reactants are: [CH2:1]1[O:9][C:8]2[CH:7]=[CH:6][C:5]([NH:10][CH:11]3[CH2:16][CH2:15][N:14]([CH2:17][C:18]4[CH:23]=[CH:22][N:21]=[C:20]([C:24]5[CH:29]=[C:28]([O:30][CH3:31])[C:27]([O:32][CH3:33])=[C:26]([O:34][CH3:35])[CH:25]=5)[CH:19]=4)[CH2:13][CH2:12]3)=[CH:4][C:3]=2[O:2]1.[Cl:36][CH2:37][C:38]1[CH:39]=[CH:40][C:41]([C:44]2[CH:49]=[C:48]([O:50][CH3:51])[C:47]([O:52][CH3:53])=[C:46]([O:54][CH3:55])[CH:45]=2)=[N:42][CH:43]=1. (5) Given the product [C:1]([N:8]1[CH2:13][CH2:12][CH2:11][C@@H:10]([CH2:14][O:15][S:17]([CH3:16])(=[O:19])=[O:18])[CH2:9]1)([O:3][C:4]([CH3:7])([CH3:6])[CH3:5])=[O:2], predict the reactants needed to synthesize it. The reactants are: [C:1]([N:8]1[CH2:13][CH2:12][CH2:11][C@@H:10]([CH2:14][OH:15])[CH2:9]1)([O:3][C:4]([CH3:7])([CH3:6])[CH3:5])=[O:2].[CH3:16][S:17](O[S:17]([CH3:16])(=[O:19])=[O:18])(=[O:19])=[O:18]. (6) Given the product [Cl:27][C:22]1[CH:21]=[C:20]([CH:17]2[CH2:18][CH2:19][NH:15][CH2:16]2)[CH:25]=[C:24]([Cl:26])[CH:23]=1, predict the reactants needed to synthesize it. The reactants are: Cl.O1CCOCC1.C(OC([N:15]1[CH2:19][CH2:18][CH:17]([C:20]2[CH:25]=[C:24]([Cl:26])[CH:23]=[C:22]([Cl:27])[CH:21]=2)[CH2:16]1)=O)(C)(C)C.